This data is from Forward reaction prediction with 1.9M reactions from USPTO patents (1976-2016). The task is: Predict the product of the given reaction. The product is: [F:17][C:5]1[CH:4]=[CH:3][CH:2]=[C:7]([F:8])[C:6]=1[NH:9][C:10]([C:12]1[S:13][C:14]([C:27]2[C:19]([CH3:18])=[CH:20][C:21]3[S:25][CH:24]=[N:23][C:22]=3[CH:26]=2)=[CH:15][CH:16]=1)=[O:11]. Given the reactants Br[C:2]1[CH:3]=[CH:4][C:5]([F:17])=[C:6]([NH:9][C:10]([C:12]2[S:13][CH:14]=[CH:15][CH:16]=2)=[O:11])[C:7]=1[F:8].[CH3:18][C:19]1[C:27](B2OC(C)(C)C(C)(C)O2)=[CH:26][C:22]2[N:23]=[CH:24][S:25][C:21]=2[CH:20]=1.C(=O)([O-])[O-].[Na+].[Na+].CC(=O)OCC.[Cl-].[Na+].O, predict the reaction product.